Dataset: Forward reaction prediction with 1.9M reactions from USPTO patents (1976-2016). Task: Predict the product of the given reaction. (1) Given the reactants [O:1]=[C:2]1[CH:6]=[CH:5][C:4](=[O:7])[N:3]1[CH2:8][CH2:9][CH2:10][CH2:11][CH2:12][C:13]([N:15]([CH2:17][CH2:18][N:19]([CH3:73])[C:20](=[O:72])[O:21][C:22]1[C:23]2[CH:71]=[CH:70][CH:69]=[CH:68][C:24]=2[C:25]2[C@H:26]([CH2:66][Cl:67])[CH2:27][N:28]([C:31](=[O:65])[CH2:32][CH2:33][CH2:34][C:35]([N:37]3[C:45]4[CH:44]=[C:43]([O:46][P:47]([O:54]C(C)(C)C)([O:49]C(C)(C)C)=[O:48])[C:42]5[CH:59]=[CH:60][CH:61]=[CH:62][C:41]=5[C:40]=4[C@H:39]([CH2:63][Cl:64])[CH2:38]3)=[O:36])[C:29]=2[CH:30]=1)[CH3:16])=[O:14].C(O)(C(F)(F)F)=O, predict the reaction product. The product is: [O:1]=[C:2]1[CH:6]=[CH:5][C:4](=[O:7])[N:3]1[CH2:8][CH2:9][CH2:10][CH2:11][CH2:12][C:13]([N:15]([CH2:17][CH2:18][N:19]([CH3:73])[C:20](=[O:72])[O:21][C:22]1[C:23]2[CH:71]=[CH:70][CH:69]=[CH:68][C:24]=2[C:25]2[C@H:26]([CH2:66][Cl:67])[CH2:27][N:28]([C:31](=[O:65])[CH2:32][CH2:33][CH2:34][C:35]([N:37]3[C:45]4[CH:44]=[C:43]([O:46][P:47]([OH:49])([OH:54])=[O:48])[C:42]5[CH:59]=[CH:60][CH:61]=[CH:62][C:41]=5[C:40]=4[C@H:39]([CH2:63][Cl:64])[CH2:38]3)=[O:36])[C:29]=2[CH:30]=1)[CH3:16])=[O:14]. (2) Given the reactants [Br:1][C:2]1[CH:3]=[C:4]([NH:13][CH:14]2[CH2:19][CH2:18][CH:17]([NH:20][C:21]([O:23][C:24]([CH3:27])([CH3:26])[CH3:25])=[O:22])[CH2:16][CH2:15]2)[C:5]([CH3:12])=[C:6]([CH:11]=1)[C:7]([O:9][CH3:10])=[O:8].[C:28](=O)([O-])[O-].[Cs+].[Cs+].CI, predict the reaction product. The product is: [Br:1][C:2]1[CH:3]=[C:4]([N:13]([CH:14]2[CH2:19][CH2:18][CH:17]([NH:20][C:21]([O:23][C:24]([CH3:27])([CH3:26])[CH3:25])=[O:22])[CH2:16][CH2:15]2)[CH3:28])[C:5]([CH3:12])=[C:6]([CH:11]=1)[C:7]([O:9][CH3:10])=[O:8]. (3) Given the reactants C(=O)([S:3][CH2:4][CH2:5][C:6]([NH:8][CH2:9][CH2:10][O:11][CH3:12])=[O:7])C.[OH-].[Li+], predict the reaction product. The product is: [SH:3][CH2:4][CH2:5][C:6]([NH:8][CH2:9][CH2:10][O:11][CH3:12])=[O:7]. (4) Given the reactants FC(F)(F)S(O[C:7]1[CH:8]=[CH:9][C:10]2[O:14][C:13]([C:15]3[CH:20]=[CH:19][C:18]([F:21])=[CH:17][CH:16]=3)=[C:12]([C:22](=[O:25])[NH:23][CH3:24])[C:11]=2[CH:26]=1)(=O)=O.B([C:32]1[CH:33]=[C:34]([CH:38]=[CH:39][C:40]=1[O:41][CH3:42])[C:35]([OH:37])=[O:36])(O)O.C(=O)([O-])[O-].[Cs+].[Cs+].O1CCOCC1, predict the reaction product. The product is: [F:21][C:18]1[CH:19]=[CH:20][C:15]([C:13]2[O:14][C:10]3[CH:9]=[CH:8][C:7]([C:32]4[CH:33]=[C:34]([CH:38]=[CH:39][C:40]=4[O:41][CH3:42])[C:35]([OH:37])=[O:36])=[CH:26][C:11]=3[C:12]=2[C:22](=[O:25])[NH:23][CH3:24])=[CH:16][CH:17]=1.